This data is from TCR-epitope binding with 47,182 pairs between 192 epitopes and 23,139 TCRs. The task is: Binary Classification. Given a T-cell receptor sequence (or CDR3 region) and an epitope sequence, predict whether binding occurs between them. (1) Result: 1 (the TCR binds to the epitope). The TCR CDR3 sequence is CASSLASRGGALNEQFF. The epitope is NEGVKAAW. (2) Result: 1 (the TCR binds to the epitope). The epitope is KAFSPEVIPMF. The TCR CDR3 sequence is CASNLMSGTDTQYF. (3) The epitope is RLRAEAQVK. The TCR CDR3 sequence is CASSLVPGIAEAFF. Result: 1 (the TCR binds to the epitope).